Predict the product of the given reaction. From a dataset of Forward reaction prediction with 1.9M reactions from USPTO patents (1976-2016). (1) Given the reactants C(N(S(F)(F)[F:7])CC)C.O[CH2:11][C@@H:12]1[CH2:16][CH2:15][CH2:14][N:13]1[C:17]([O:19][C:20]([CH3:23])([CH3:22])[CH3:21])=[O:18].C(=O)([O-])O.[Na+], predict the reaction product. The product is: [F:7][CH2:11][C@@H:12]1[CH2:16][CH2:15][CH2:14][N:13]1[C:17]([O:19][C:20]([CH3:23])([CH3:22])[CH3:21])=[O:18]. (2) The product is: [CH3:1][S:2]([N:5]1[CH2:14][CH2:13][C:12]2[C:7](=[CH:8][C:9]([NH2:15])=[CH:10][CH:11]=2)[CH2:6]1)(=[O:4])=[O:3]. Given the reactants [CH3:1][S:2]([N:5]1[CH2:14][CH2:13][C:12]2[C:7](=[CH:8][C:9]([N+:15]([O-])=O)=[CH:10][CH:11]=2)[CH2:6]1)(=[O:4])=[O:3], predict the reaction product. (3) Given the reactants [OH:1][C@H:2]1[CH2:7][CH2:6][N:5](C(OC(C)(C)C)=O)[CH2:4][C@H:3]1[CH2:15][NH:16][C:17]([O:19][CH2:20][C:21]1[CH:26]=[CH:25][CH:24]=[CH:23][CH:22]=1)=[O:18], predict the reaction product. The product is: [OH:1][C@H:2]1[CH2:7][CH2:6][NH:5][CH2:4][C@H:3]1[CH2:15][NH:16][C:17](=[O:18])[O:19][CH2:20][C:21]1[CH:26]=[CH:25][CH:24]=[CH:23][CH:22]=1. (4) Given the reactants C12N([C:9]3[CH:18]=[N:17][C:16]4[C:11](=[CH:12][CH:13]=[CH:14][CH:15]=4)[N:10]=3)CC1CCNC2.[C:19]1([C:34]2[CH:39]=[CH:38][CH:37]=[CH:36][CH:35]=2)[CH:24]=[CH:23][CH:22]=[CH:21][C:20]=1[C:25]([N:27]1[CH2:33][CH:32]2[CH:29]([CH2:30][NH:31]2)[CH2:28]1)=[O:26].ClC1C=NC2C(=CC=CC=2)N=1, predict the reaction product. The product is: [C:19]1([C:34]2[CH:39]=[CH:38][CH:37]=[CH:36][CH:35]=2)[CH:24]=[CH:23][CH:22]=[CH:21][C:20]=1[C:25]([N:27]1[CH2:33][CH:32]2[CH:29]([CH2:30][N:31]2[C:9]2[CH:18]=[N:17][C:16]3[C:11](=[CH:12][CH:13]=[CH:14][CH:15]=3)[N:10]=2)[CH2:28]1)=[O:26]. (5) Given the reactants Br[C:2](Br)=[CH:3][C:4]1[CH:13]=[CH:12][C:11]2[C:6](=[CH:7][CH:8]=[CH:9][CH:10]=2)[C:5]=1[NH2:14].[C:16]1(B(O)O)[CH:21]=[CH:20][CH:19]=[CH:18][CH:17]=1.[O-]P([O-])([O-])=O.[K+].[K+].[K+].O, predict the reaction product. The product is: [C:16]1([C:2]2[NH:14][C:5]3[C:4]([CH:3]=2)=[CH:13][CH:12]=[C:11]2[CH:10]=[CH:9][CH:8]=[CH:7][C:6]=32)[CH:21]=[CH:20][CH:19]=[CH:18][CH:17]=1. (6) Given the reactants [OH:1][C:2]1[CH:10]=[CH:9][C:5]([C:6]([NH2:8])=[O:7])=[CH:4][CH:3]=1.F[C:12]1[CH:19]=[CH:18][C:15]([CH:16]=[O:17])=[CH:14][CH:13]=1.C([O-])([O-])=O.[K+].[K+], predict the reaction product. The product is: [CH:16]([C:15]1[CH:18]=[CH:19][C:12]([O:1][C:2]2[CH:10]=[CH:9][C:5]([C:6]([NH2:8])=[O:7])=[CH:4][CH:3]=2)=[CH:13][CH:14]=1)=[O:17].